From a dataset of Catalyst prediction with 721,799 reactions and 888 catalyst types from USPTO. Predict which catalyst facilitates the given reaction. (1) Reactant: [OH:1][CH2:2][CH:3]1[C:31]2[C:26](=[CH:27][CH:28]=[CH:29][CH:30]=2)[O:25][C:5]2([CH2:10][CH2:9][N:8]([C:11]([C:13]3[CH:18]=[CH:17][C:16]([O:19][CH:20]([CH3:22])[CH3:21])=[C:15]([O:23][CH3:24])[CH:14]=3)=[O:12])[CH2:7][CH2:6]2)[CH2:4]1.[CH3:32][S:33](Cl)(=[O:35])=[O:34].O. Product: [CH3:32][S:33]([O:1][CH2:2][CH:3]1[C:31]2[C:26](=[CH:27][CH:28]=[CH:29][CH:30]=2)[O:25][C:5]2([CH2:10][CH2:9][N:8]([C:11](=[O:12])[C:13]3[CH:18]=[CH:17][C:16]([O:19][CH:20]([CH3:21])[CH3:22])=[C:15]([O:23][CH3:24])[CH:14]=3)[CH2:7][CH2:6]2)[CH2:4]1)(=[O:35])=[O:34]. The catalyst class is: 2. (2) Reactant: [C:1]1([N:7]2[C:11]([CH:12]3[CH2:17][CH2:16][N:15]([C:18]([O:20]C(C)(C)C)=O)[CH2:14][CH2:13]3)=[N:10][N:9]=[N:8]2)[CH:6]=[CH:5][CH:4]=[CH:3][CH:2]=1.Cl.[F:26][C:27]1[CH:32]=[N:31][C:30]([N:33]2[CH:37]=[CH:36][N:35]=[N:34]2)=[C:29]2[NH:38][CH:39]=[C:40]([C:41](=[O:45])C(O)=O)[C:28]=12.CN1CCOCC1.CN(C(ON1N=NC2C=CC=CC1=2)=[N+](C)C)C.[B-](F)(F)(F)F. Product: [F:26][C:27]1[CH:32]=[N:31][C:30]([N:33]2[CH:37]=[CH:36][N:35]=[N:34]2)=[C:29]2[NH:38][CH:39]=[C:40]([C:41](=[O:45])[C:18]([N:15]3[CH2:14][CH2:13][CH:12]([C:11]4[N:7]([C:1]5[CH:2]=[CH:3][CH:4]=[CH:5][CH:6]=5)[N:8]=[N:9][N:10]=4)[CH2:17][CH2:16]3)=[O:20])[C:28]=12. The catalyst class is: 12. (3) Reactant: [Cl:1][C:2]1[CH:3]=[C:4]([C:24]#[CH:25])[CH:5]=[C:6]2[C:10]=1[C:9](=[O:11])[N:8]([CH2:12][C:13]1[CH:18]=[CH:17][C:16]([O:19][C:20]([F:23])([F:22])[F:21])=[CH:15][CH:14]=1)[CH2:7]2.[H][H]. Product: [Cl:1][C:2]1[CH:3]=[C:4]([CH2:24][CH3:25])[CH:5]=[C:6]2[C:10]=1[C:9](=[O:11])[N:8]([CH2:12][C:13]1[CH:14]=[CH:15][C:16]([O:19][C:20]([F:23])([F:21])[F:22])=[CH:17][CH:18]=1)[CH2:7]2. The catalyst class is: 29. (4) Reactant: [F:1][C:2]1[CH:7]=[CH:6][C:5]([CH:8]([C:26]2[CH:31]=[CH:30][C:29]([F:32])=[CH:28][CH:27]=2)[O:9][C:10]2[CH:22]=[CH:21][C:20]([N+:23]([O-])=O)=[CH:19][C:11]=2[C:12]([O:14][C:15]([CH3:18])([CH3:17])[CH3:16])=[O:13])=[CH:4][CH:3]=1.[Cl-].[Ca+2].[Cl-]. Product: [NH2:23][C:20]1[CH:21]=[CH:22][C:10]([O:9][CH:8]([C:5]2[CH:6]=[CH:7][C:2]([F:1])=[CH:3][CH:4]=2)[C:26]2[CH:31]=[CH:30][C:29]([F:32])=[CH:28][CH:27]=2)=[C:11]([CH:19]=1)[C:12]([O:14][C:15]([CH3:18])([CH3:17])[CH3:16])=[O:13]. The catalyst class is: 679. (5) Reactant: [F:1][C:2]1[C:11]([F:12])=[CH:10][C:9]([CH:13]=O)=[C:8]2[C:3]=1[C:4](=[O:16])[CH:5]=[C:6]([CH3:15])[O:7]2.[C:17]([CH:19]=[C:20]([O-])[CH3:21])#[N:18].[Na+].[NH2:24]/[C:25](/[CH3:33])=[CH:26]\[C:27]([O:29][CH:30]([CH3:32])[CH3:31])=[O:28].C(O)(=O)C. Product: [C:17]([C:19]1[CH:13]([C:9]2[CH:10]=[C:11]([F:12])[C:2]([F:1])=[C:3]3[C:8]=2[O:7][C:6]([CH3:15])=[CH:5][C:4]3=[O:16])[C:26]([C:27]([O:29][CH:30]([CH3:32])[CH3:31])=[O:28])=[C:25]([CH3:33])[NH:24][C:20]=1[CH3:21])#[N:18]. The catalyst class is: 41.